From a dataset of Peptide-MHC class I binding affinity with 185,985 pairs from IEDB/IMGT. Regression. Given a peptide amino acid sequence and an MHC pseudo amino acid sequence, predict their binding affinity value. This is MHC class I binding data. (1) The peptide sequence is VPVWKEATTT. The MHC is HLA-B54:01 with pseudo-sequence HLA-B54:01. The binding affinity (normalized) is 0.0555. (2) The peptide sequence is IFSRIGDPAL. The MHC is Patr-A0701 with pseudo-sequence Patr-A0701. The binding affinity (normalized) is 0.0388.